Dataset: Reaction yield outcomes from USPTO patents with 853,638 reactions. Task: Predict the reaction yield, written as a fraction of the theoretical maximum amount of product (1.0 means a 100% yield; for example, 0.34 means a 34% yield). The reactants are CC(C)([O-])C.[Na+].[CH3:7][C:8]1([CH3:27])[C:12](=[O:13])[C:11]2[C:14]([CH3:26])=[C:15]([N:20]3[CH2:25][CH2:24][NH:23][CH2:22][CH2:21]3)[C:16]([CH3:19])=[C:17]([CH3:18])[C:10]=2[O:9]1.[C:28](N1CCNCC1)([O:30][C:31]([CH3:34])([CH3:33])[CH3:32])=[O:29].C1C=CC(P(C2C(C3C(P(C4C=CC=CC=4)C4C=CC=CC=4)=CC=C4C=3C=CC=C4)=C3C(C=CC=C3)=CC=2)C2C=CC=CC=2)=CC=1. The catalyst is C(OCC)(=O)C.C([O-])(=O)C.[Pd+2].C([O-])(=O)C.C1(C)C=CC=CC=1. The product is [CH3:7][C:8]1([CH3:27])[C:12](=[O:13])[C:11]2[C:14]([CH3:26])=[C:15]([N:20]3[CH2:21][CH2:22][N:23]([C:28]([O:30][C:31]([CH3:34])([CH3:33])[CH3:32])=[O:29])[CH2:24][CH2:25]3)[C:16]([CH3:19])=[C:17]([CH3:18])[C:10]=2[O:9]1. The yield is 0.530.